This data is from Full USPTO retrosynthesis dataset with 1.9M reactions from patents (1976-2016). The task is: Predict the reactants needed to synthesize the given product. The reactants are: Cl.Cl.[CH3:3][N:4]1[CH2:13][C:12]2([CH2:15][CH2:14]2)[C:11]2[C:6](=[CH:7][C:8]([NH2:16])=[CH:9][CH:10]=2)[CH2:5]1.[OH-].[Na+].CO. Given the product [CH3:3][N:4]1[CH2:13][C:12]2([CH2:15][CH2:14]2)[C:11]2[C:6](=[CH:7][C:8]([NH2:16])=[CH:9][CH:10]=2)[CH2:5]1, predict the reactants needed to synthesize it.